This data is from Forward reaction prediction with 1.9M reactions from USPTO patents (1976-2016). The task is: Predict the product of the given reaction. (1) Given the reactants [CH3:1][O:2][C:3]1[CH:28]=[CH:27][C:6]([C:7]([NH:9][C:10]2[CH:11]=[C:12]([C:19]3[CH:24]=[CH:23][C:22]([S:25][CH3:26])=[CH:21][CH:20]=3)[CH:13]=[CH:14][C:15]=2[N+:16]([O-])=O)=[O:8])=[CH:5][CH:4]=1.C([OH:32])(C)C, predict the reaction product. The product is: [NH2:16][C:15]1[CH:14]=[CH:13][C:12]([C:19]2[CH:24]=[CH:23][C:22]([S:25]([CH3:26])=[O:32])=[CH:21][CH:20]=2)=[CH:11][C:10]=1[NH:9][C:7](=[O:8])[C:6]1[CH:27]=[CH:28][C:3]([O:2][CH3:1])=[CH:4][CH:5]=1. (2) Given the reactants [CH:1]1([C@@H:4]([C:11]2[CH:31]=[CH:30][C:14]([O:15][CH2:16][C:17]([CH:19]3[CH2:22][N:21]([C:23]([O:25][C:26]([CH3:29])([CH3:28])[CH3:27])=[O:24])[CH2:20]3)=[O:18])=[C:13]([I:32])[CH:12]=2)[C@H:5]([CH3:10])[C:6]([O:8][CH3:9])=[O:7])[CH2:3][CH2:2]1.[BH4-].[Na+], predict the reaction product. The product is: [CH:1]1([C@@H:4]([C:11]2[CH:31]=[CH:30][C:14]([O:15][CH2:16][CH:17]([CH:19]3[CH2:20][N:21]([C:23]([O:25][C:26]([CH3:27])([CH3:29])[CH3:28])=[O:24])[CH2:22]3)[OH:18])=[C:13]([I:32])[CH:12]=2)[C@H:5]([CH3:10])[C:6]([O:8][CH3:9])=[O:7])[CH2:3][CH2:2]1. (3) The product is: [Cl:1][C:2]1[CH:7]=[CH:6][C:5]([C:8]2[CH:9]=[C:10]([C:11]([F:14])([F:13])[F:12])[N:19]3[N:20]=[CH:21][C:22]([C:23]4[CH:28]=[CH:27][N:26]=[C:25]([CH3:29])[CH:24]=4)=[C:18]3[N:17]=2)=[CH:4][CH:3]=1. Given the reactants [Cl:1][C:2]1[CH:7]=[CH:6][C:5]([C:8](=O)[CH2:9][C:10](=O)[C:11]([F:14])([F:13])[F:12])=[CH:4][CH:3]=1.[NH2:17][C:18]1[C:22]([C:23]2[CH:28]=[CH:27][N:26]=[C:25]([CH3:29])[CH:24]=2)=[CH:21][NH:20][N:19]=1, predict the reaction product. (4) Given the reactants [CH3:1][N:2]1[C:10]2[C:5](=[CH:6][CH:7]=[CH:8][CH:9]=2)[CH:4]=[CH:3]1.[Cl-].[Br:12][C:13]1[CH:22]=[CH:21][CH:20]=[CH:19][C:14]=1[CH:15]=[N+:16]([CH3:18])[CH3:17].BrC1C=CC=CC=1C=O.CNC, predict the reaction product. The product is: [Br:12][C:13]1[CH:22]=[CH:21][CH:20]=[CH:19][C:14]=1[CH:15]([N:16]([CH3:18])[CH3:17])[C:4]1[C:5]2[C:10](=[CH:9][CH:8]=[CH:7][CH:6]=2)[N:2]([CH3:1])[CH:3]=1.